This data is from Catalyst prediction with 721,799 reactions and 888 catalyst types from USPTO. The task is: Predict which catalyst facilitates the given reaction. (1) The catalyst class is: 4. Product: [ClH:34].[C@H:12]12[CH2:14][C@H:9]([NH:8][CH2:13]1)[CH2:10][N:11]2[C:15]1[C:24]2[C:19](=[CH:20][CH:21]=[CH:22][CH:23]=2)[C:18]([C:25]#[N:26])=[CH:17][CH:16]=1. Reactant: C(OC([N:8]1[CH2:13][C@@H:12]2[CH2:14][C@H:9]1[CH2:10][N:11]2[C:15]1[C:24]2[C:19](=[CH:20][CH:21]=[CH:22][CH:23]=2)[C:18]([C:25]#[N:26])=[CH:17][CH:16]=1)=O)(C)(C)C.FC(F)(F)C(O)=O.[ClH:34]. (2) The catalyst class is: 5. Product: [CH3:18][O:9][C:8](=[O:10])[C:7]1[CH:11]=[C:12]([O:16][CH3:17])[C:13]([O:14][CH3:15])=[C:5]([CH2:4][CH2:3][CH2:2][OH:1])[CH:6]=1. Reactant: [OH:1][CH2:2][CH2:3][CH2:4][C:5]1[CH:6]=[C:7]([CH:11]=[C:12]([O:16][CH3:17])[C:13]=1[O:14][CH3:15])[C:8]([OH:10])=[O:9].[CH3:18][Si](C=[N+]=[N-])(C)C. (3) Reactant: [C:1]([O:5][C:6]([N:8]1[CH2:13][CH2:12][C:11]([CH2:16][N:17](CC2C=CC=CC=2)[CH3:18])([O:14][CH3:15])[CH2:10][CH2:9]1)=[O:7])([CH3:4])([CH3:3])[CH3:2]. Product: [C:1]([O:5][C:6]([N:8]1[CH2:9][CH2:10][C:11]([O:14][CH3:15])([CH2:16][NH:17][CH3:18])[CH2:12][CH2:13]1)=[O:7])([CH3:4])([CH3:3])[CH3:2]. The catalyst class is: 78. (4) Reactant: [Cl:1][C:2]1[N:3]=[CH:4][C:5]2[NH:13][C:12](=[O:14])[C:9]3([CH2:11][CH2:10]3)[CH2:8][N:7]([CH:15]3[CH2:19][CH2:18][CH2:17][CH2:16]3)[C:6]=2[N:20]=1.IC.[C:23](=O)([O-])[O-].[Cs+].[Cs+]. Product: [Cl:1][C:2]1[N:3]=[CH:4][C:5]2[N:13]([CH3:23])[C:12](=[O:14])[C:9]3([CH2:11][CH2:10]3)[CH2:8][N:7]([CH:15]3[CH2:19][CH2:18][CH2:17][CH2:16]3)[C:6]=2[N:20]=1. The catalyst class is: 9. (5) Reactant: [CH3:1][O:2][C:3]1[CH:8]=[CH:7][N:6]=[C:5]([NH2:9])[N:4]=1.[N+:10]([C:12]1[CH:21]=[CH:20][C:15]2[O:16][CH2:17][CH2:18][O:19][C:14]=2[CH:13]=1)#[C-:11].[CH3:22][C:23]1[CH:30]=[C:29]([OH:31])[CH:28]=[C:27]([CH3:32])[C:24]=1[CH:25]=O.[Cl-].[In+3].[Cl-].[Cl-]. Product: [O:16]1[CH2:17][CH2:18][O:19][C:14]2[CH:13]=[C:12]([NH:10][C:11]3[N:4]4[C:3]([O:2][CH3:1])=[CH:8][CH:7]=[N:6][C:5]4=[N:9][C:25]=3[C:24]3[C:23]([CH3:22])=[CH:30][C:29]([OH:31])=[CH:28][C:27]=3[CH3:32])[CH:21]=[CH:20][C:15]1=2. The catalyst class is: 11. (6) Reactant: [Cl:1][C:2]1[CH:7]=[CH:6][C:5]([C:8]2[S:9][C:10]3[C:11](=[O:26])[N:12]([C:17]4[CH:22]=[CH:21][C:20]([OH:23])=[C:19]([O:24][CH3:25])[CH:18]=4)[CH:13]=[CH:14][C:15]=3[N:16]=2)=[CH:4][CH:3]=1.O[CH2:28][CH2:29][N:30]1[CH2:35][CH2:34][O:33][CH2:32][C:31]1=[O:36].C1(P(C2C=CC=CC=2)C2C=CC=CC=2)C=CC=CC=1.CC(OC(/N=N/C(OC(C)C)=O)=O)C. Product: [Cl:1][C:2]1[CH:7]=[CH:6][C:5]([C:8]2[S:9][C:10]3[C:11](=[O:26])[N:12]([C:17]4[CH:22]=[CH:21][C:20]([O:23][CH2:28][CH2:29][N:30]5[CH2:35][CH2:34][O:33][CH2:32][C:31]5=[O:36])=[C:19]([O:24][CH3:25])[CH:18]=4)[CH:13]=[CH:14][C:15]=3[N:16]=2)=[CH:4][CH:3]=1. The catalyst class is: 20.